Dataset: Forward reaction prediction with 1.9M reactions from USPTO patents (1976-2016). Task: Predict the product of the given reaction. (1) Given the reactants [F:1][C:2]1[CH:3]=[C:4]([CH:7]=[CH:8][C:9]=1[OH:10])[CH:5]=O.[CH3:11][O:12][CH2:13][CH2:14][O:15][CH2:16]Cl.[CH3:18][O:19][C:20]1[CH:21]=[C:22]([CH:26]=[CH:27][C:28]=1[O:29][CH3:30])[CH2:23][C:24]#[N:25], predict the reaction product. The product is: [CH3:18][O:19][C:20]1[CH:21]=[C:22](/[C:23](=[CH:5]/[C:4]2[CH:7]=[CH:8][C:9]([O:10][CH2:11][O:12][CH2:13][CH2:14][O:15][CH3:16])=[C:2]([F:1])[CH:3]=2)/[C:24]#[N:25])[CH:26]=[CH:27][C:28]=1[O:29][CH3:30]. (2) Given the reactants C[Si](Br)(C)C.[CH:6]1([CH2:12][CH2:13][CH2:14][CH2:15][CH2:16][CH2:17][CH2:18][CH2:19][CH2:20][CH2:21][CH2:22][CH2:23][P:24](=[O:31])([O:28]CC)[O:25]CC)[CH2:11][CH2:10][CH2:9][CH2:8][CH2:7]1.O, predict the reaction product. The product is: [CH:6]1([CH2:12][CH2:13][CH2:14][CH2:15][CH2:16][CH2:17][CH2:18][CH2:19][CH2:20][CH2:21][CH2:22][CH2:23][P:24](=[O:25])([OH:31])[OH:28])[CH2:7][CH2:8][CH2:9][CH2:10][CH2:11]1.